Dataset: Catalyst prediction with 721,799 reactions and 888 catalyst types from USPTO. Task: Predict which catalyst facilitates the given reaction. (1) Reactant: [I-].C[S+](C)(C)=O.[CH3:7][C:8]([CH3:11])([O-:10])[CH3:9].[K+].[F:13][C:14]1[CH:19]=[C:18]([N+:20]([O-:22])=[O:21])[CH:17]=[C:16]([F:23])[C:15]=1[N:24]1[CH2:29]CC(=O)C[CH2:25]1. Product: [F:13][C:14]1[CH:19]=[C:18]([N+:20]([O-:22])=[O:21])[CH:17]=[C:16]([F:23])[C:15]=1[N:24]1[CH2:29][CH2:11][C:8]2([O:10][CH2:9]2)[CH2:7][CH2:25]1. The catalyst class is: 10. (2) Reactant: C(OC(=O)[NH:7][C@H:8]1[CH2:13][C@@H:12]([C:14]2[CH:19]=[CH:18][CH:17]=[CH:16][C:15]=2[F:20])[CH2:11][N:10]([CH2:21][C:22]([F:25])([F:24])[F:23])[C:9]1=[O:26])(C)(C)C. Product: [NH2:7][C@H:8]1[CH2:13][C@@H:12]([C:14]2[CH:19]=[CH:18][CH:17]=[CH:16][C:15]=2[F:20])[CH2:11][N:10]([CH2:21][C:22]([F:24])([F:23])[F:25])[C:9]1=[O:26]. The catalyst class is: 13. (3) Reactant: [Cl:1][C:2]1[C:3]([F:31])=[C:4]([CH:8]2[C:12]([C:15]3[CH:20]=[CH:19][C:18]([Cl:21])=[CH:17][C:16]=3[F:22])([C:13]#[N:14])[CH:11]([CH2:23][C:24]([CH3:27])([CH3:26])[CH3:25])[NH:10][CH:9]2[C:28](O)=[O:29])[CH:5]=[CH:6][CH:7]=1.CN(C(ON1N=NC2C=CC=NC1=2)=[N+](C)C)C.F[P-](F)(F)(F)(F)F.CCN(C(C)C)C(C)C.[NH2:65][C:66]1[CH:67]=[C:68]([CH:71]=[CH:72][CH:73]=1)[C:69]#[N:70]. Product: [C:69]([C:68]1[CH:67]=[C:66]([NH:65][C:28]([CH:9]2[CH:8]([C:4]3[CH:5]=[CH:6][CH:7]=[C:2]([Cl:1])[C:3]=3[F:31])[C:12]([C:15]3[CH:20]=[CH:19][C:18]([Cl:21])=[CH:17][C:16]=3[F:22])([C:13]#[N:14])[CH:11]([CH2:23][C:24]([CH3:26])([CH3:25])[CH3:27])[NH:10]2)=[O:29])[CH:73]=[CH:72][CH:71]=1)#[N:70]. The catalyst class is: 2. (4) Reactant: [C:1]([C:5]1[CH:10]=[CH:9][C:8]([OH:11])=[C:7]([N+:12]([O-:14])=[O:13])[CH:6]=1)([CH3:4])([CH3:3])[CH3:2].O[CH:16]1[CH2:20][CH2:19][O:18][CH2:17]1.C1(P(C2C=CC=CC=2)C2C=CC=CC=2)C=CC=CC=1.N(C(OCC)=O)=NC(OCC)=O. Product: [C:1]([C:5]1[CH:10]=[CH:9][C:8]([O:11][CH:16]2[CH2:20][CH2:19][O:18][CH2:17]2)=[C:7]([N+:12]([O-:14])=[O:13])[CH:6]=1)([CH3:4])([CH3:2])[CH3:3]. The catalyst class is: 116. (5) Reactant: [Br:1]N1C(=O)CCC1=O.[NH2:9][C:10]1[S:11][CH:12]=[C:13]([CH3:20])[C:14]=1[C:15]([O:17][CH2:18][CH3:19])=[O:16]. Product: [NH2:9][C:10]1[S:11][C:12]([Br:1])=[C:13]([CH3:20])[C:14]=1[C:15]([O:17][CH2:18][CH3:19])=[O:16]. The catalyst class is: 22. (6) Reactant: [Cl:1][C:2]1[CH:7]=[CH:6][C:5]([C@H:8]([NH:12][C:13]([N:15]2[CH2:24][C:23]([F:26])([F:25])[C:22]3[CH:21]=[N:20][C:19]([NH:27][CH:28]4[CH2:33][CH2:32][O:31][CH2:30][CH2:29]4)=[N:18][C:17]=3[CH2:16]2)=[O:14])[CH2:9]OC)=[CH:4][C:3]=1F.[Cl:35]C1C=CC([C@H](N)COC)=CC=1F.C1N=CN(C(N2C=NC=C2)=O)C=1.Cl.FC1(F)C2C=NC(NC3CCOCC3)=NC=2CNC1. Product: [Cl:35][C:3]1[CH:4]=[C:5]([C@H:8]([NH:12][C:13]([N:15]2[CH2:24][C:23]([F:25])([F:26])[C:22]3[CH:21]=[N:20][C:19]([NH:27][CH:28]4[CH2:29][CH2:30][O:31][CH2:32][CH2:33]4)=[N:18][C:17]=3[CH2:16]2)=[O:14])[CH3:9])[CH:6]=[CH:7][C:2]=1[Cl:1]. The catalyst class is: 232. (7) Product: [F:23][C:17]1[CH:18]=[C:19]([CH3:22])[CH:20]=[CH:21][C:16]=1[N:15]1[C:11]([S:8]([C:5]2[CH:6]=[N:7][CH:2]=[CH:3][CH:4]=2)(=[O:9])=[O:10])=[CH:12][C:13]([CH2:24][N:25]([CH3:33])[C:26](=[O:32])[O:27][C:28]([CH3:29])([CH3:31])[CH3:30])=[N:14]1. The catalyst class is: 178. Reactant: Cl[C:2]1[N:7]=[CH:6][C:5]([S:8]([C:11]2[N:15]([C:16]3[CH:21]=[CH:20][C:19]([CH3:22])=[CH:18][C:17]=3[F:23])[N:14]=[C:13]([CH2:24][N:25]([CH3:33])[C:26](=[O:32])[O:27][C:28]([CH3:31])([CH3:30])[CH3:29])[CH:12]=2)(=[O:10])=[O:9])=[CH:4][CH:3]=1.C(N(CC)CC)C. (8) Reactant: [Br:1][C:2]1[CH:3]=[C:4]2[C:9](=[CH:10][CH:11]=1)[N:8]=[CH:7][C:6]([C:12](=O)[CH3:13])=[CH:5]2.[CH3:15][O:16][C:17]([CH:19]=P(C1C=CC=CC=1)(C1C=CC=CC=1)C1C=CC=CC=1)=[O:18]. Product: [Br:1][C:2]1[CH:3]=[C:4]2[C:9](=[CH:10][CH:11]=1)[N:8]=[CH:7][C:6]([C:12]([CH3:13])=[CH:19][C:17]([O:16][CH3:15])=[O:18])=[CH:5]2. The catalyst class is: 11. (9) Reactant: I([O-])(=O)(=O)=O.[Na+].[CH:7]([C:10]1[CH:15]=[CH:14][C:13]([CH:16]2[C:20]3[C:21]([CH3:37])=[C:22]([O:27][CH2:28][C:29]4[CH:34]=[CH:33][C:32]([S:35][CH3:36])=[CH:31][CH:30]=4)[C:23]([CH3:26])=[C:24]([CH3:25])[C:19]=3[O:18][C:17]2([CH3:39])[CH3:38])=[CH:12][CH:11]=1)([CH3:9])[CH3:8].O.C(OCC)(=[O:43])C. Product: [CH:7]([C:10]1[CH:11]=[CH:12][C:13]([CH:16]2[C:20]3[C:21]([CH3:37])=[C:22]([O:27][CH2:28][C:29]4[CH:30]=[CH:31][C:32]([S:35]([CH3:36])=[O:43])=[CH:33][CH:34]=4)[C:23]([CH3:26])=[C:24]([CH3:25])[C:19]=3[O:18][C:17]2([CH3:39])[CH3:38])=[CH:14][CH:15]=1)([CH3:9])[CH3:8]. The catalyst class is: 8. (10) Reactant: [Cl:1][C:2]1[C:3]([C:22]2[C:27]([CH3:28])=[CH:26][C:25]([CH3:29])=[CH:24][N:23]=2)=[N:4][C:5]([N:8]2[CH2:13][CH2:12][CH:11]([NH:14]C(=O)OC(C)(C)C)[CH2:10][CH2:9]2)=[CH:6][CH:7]=1.Cl. Product: [Cl:1][C:2]1[C:3]([C:22]2[C:27]([CH3:28])=[CH:26][C:25]([CH3:29])=[CH:24][N:23]=2)=[N:4][C:5]([N:8]2[CH2:13][CH2:12][CH:11]([NH2:14])[CH2:10][CH2:9]2)=[CH:6][CH:7]=1. The catalyst class is: 5.